Dataset: Forward reaction prediction with 1.9M reactions from USPTO patents (1976-2016). Task: Predict the product of the given reaction. (1) The product is: [N:10]1[CH:11]=[CH:12][CH:13]=[CH:14][C:9]=1[C:3]1[CH:4]=[C:5]([NH:6][C:22]([C:21]2[CH:20]=[CH:19][C:18]([C:25]3[CH:30]=[CH:29][C:28]([C:31]([F:32])([F:33])[F:34])=[CH:27][CH:26]=3)=[CH:17][C:16]=2[CH3:15])=[O:23])[CH:7]=[CH:8][C:2]=1[Cl:1]. Given the reactants [Cl:1][C:2]1[CH:8]=[CH:7][C:5]([NH2:6])=[CH:4][C:3]=1[C:9]1[CH:14]=[CH:13][CH:12]=[CH:11][N:10]=1.[CH3:15][C:16]1[CH:17]=[C:18]([C:25]2[CH:30]=[CH:29][C:28]([C:31]([F:34])([F:33])[F:32])=[CH:27][CH:26]=2)[CH:19]=[CH:20][C:21]=1[C:22](O)=[O:23], predict the reaction product. (2) Given the reactants [C:1]([OH:9])(=O)[C:2]1[CH:7]=[CH:6][CH:5]=[CH:4][CH:3]=1.[CH2:10]([NH:12][CH2:13][C:14]([CH2:20][NH:21][C:22]1[CH:30]=[CH:29][CH:28]=[C:27]2[C:23]=1[CH:24]=[N:25][N:26]2[C:31]1[CH:36]=[CH:35][C:34]([F:37])=[CH:33][CH:32]=1)([OH:19])[C:15]([F:18])([F:17])[F:16])[CH3:11], predict the reaction product. The product is: [CH2:10]([N:12]([CH2:13][C:14]([CH2:20][NH:21][C:22]1[CH:30]=[CH:29][CH:28]=[C:27]2[C:23]=1[CH:24]=[N:25][N:26]2[C:31]1[CH:32]=[CH:33][C:34]([F:37])=[CH:35][CH:36]=1)([OH:19])[C:15]([F:17])([F:18])[F:16])[C:1](=[O:9])[C:2]1[CH:3]=[CH:4][CH:5]=[CH:6][CH:7]=1)[CH3:11]. (3) Given the reactants [CH2:1]([N:3]1[C:9]2[N:10]=[CH:11][C:12]([CH2:14][CH2:15][O:16][C:17]3[CH:22]=[CH:21][C:20]([NH:23]C(=O)OC(C)(C)C)=[CH:19][C:18]=3[CH3:31])=[CH:13][C:8]=2[C:7](=[O:32])[N:6]([CH3:33])[C:5]2[CH:34]=[CH:35][CH:36]=[N:37][C:4]1=2)[CH3:2].Cl.O1CCOCC1, predict the reaction product. The product is: [CH2:1]([N:3]1[C:9]2[N:10]=[CH:11][C:12]([CH2:14][CH2:15][O:16][C:17]3[CH:22]=[CH:21][C:20]([NH2:23])=[CH:19][C:18]=3[CH3:31])=[CH:13][C:8]=2[C:7](=[O:32])[N:6]([CH3:33])[C:5]2[CH:34]=[CH:35][CH:36]=[N:37][C:4]1=2)[CH3:2]. (4) Given the reactants [CH2:1]([C:3]1[NH:4][CH:5]=[CH:6][CH:7]=1)[CH3:2].C[Mg]Br.[C:11]([C:13]1[CH:18]=[CH:17][C:16]([C:19](=[O:27])SC2C=CC=CN=2)=[CH:15][CH:14]=1)#[N:12].[Cl-].[NH4+], predict the reaction product. The product is: [CH2:1]([C:3]1[NH:4][C:5]([C:19]([C:16]2[CH:15]=[CH:14][C:13]([C:11]#[N:12])=[CH:18][CH:17]=2)=[O:27])=[CH:6][CH:7]=1)[CH3:2]. (5) Given the reactants Br[C:2]1[CH:18]=[CH:17][C:5]2[C:6]([CH2:9][N:10]3[CH2:15][CH2:14][N:13]([CH3:16])[CH2:12][CH2:11]3)=[N:7][O:8][C:4]=2[CH:3]=1.[CH:19]1([CH2:22][NH:23][C:24](=[O:40])[C:25]2[CH:30]=[CH:29][CH:28]=[C:27](B3OC(C)(C)C(C)(C)O3)[CH:26]=2)[CH2:21]C1.[C:41](=O)([O-])[O-].[Na+].[Na+], predict the reaction product. The product is: [CH:22]1([NH:23][C:24](=[O:40])[C:25]2[CH:26]=[CH:27][C:28]([CH3:41])=[C:29]([C:2]3[CH:18]=[CH:17][C:5]4[C:6]([CH2:9][N:10]5[CH2:15][CH2:14][N:13]([CH3:16])[CH2:12][CH2:11]5)=[N:7][O:8][C:4]=4[CH:3]=3)[CH:30]=2)[CH2:19][CH2:21]1. (6) The product is: [Cl:20][CH2:28][CH2:29][CH2:30][CH2:31][CH2:32][CH2:33][CH2:34][CH2:35][CH:36]=[CH2:37]. Given the reactants C1C=CC(P(C2C=CC=CC=2)C2C=CC=CC=2)=CC=1.[Cl:20]N1C(=O)CCC1=O.[CH2:28](O)[CH2:29][CH2:30][CH2:31][CH2:32][CH2:33][CH2:34][CH2:35][CH:36]=[CH2:37], predict the reaction product. (7) The product is: [NH2:1][C:2]1[C:10]([N+:11]([O-:13])=[O:12])=[CH:9][CH:8]=[CH:7][C:3]=1[CH2:4][OH:5]. Given the reactants [NH2:1][C:2]1[C:10]([N+:11]([O-:13])=[O:12])=[CH:9][CH:8]=[CH:7][C:3]=1[C:4](O)=[O:5].S(Cl)(Cl)=O.[BH4-].[Na+].O, predict the reaction product.